From a dataset of Forward reaction prediction with 1.9M reactions from USPTO patents (1976-2016). Predict the product of the given reaction. (1) Given the reactants [CH:1]1([CH2:6][CH:7]([N:11]2[C:16](=[O:17])[CH:15]=[C:14]([O:18][C:19]3[CH:24]=[CH:23][CH:22]=[CH:21][C:20]=3[CH2:25][CH2:26][OH:27])[CH:13]=[N:12]2)[C:8](O)=[O:9])[CH2:5][CH2:4][CH2:3][CH2:2]1.[CH3:28][C:29]1([CH3:41])[O:33][C@H:32]([CH2:34][N:35]2[CH:39]=[CH:38][C:37]([NH2:40])=[N:36]2)[CH2:31][O:30]1, predict the reaction product. The product is: [CH:1]1([CH2:6][CH:7]([N:11]2[C:16](=[O:17])[CH:15]=[C:14]([O:18][C:19]3[CH:24]=[CH:23][CH:22]=[CH:21][C:20]=3[CH2:25][CH2:26][OH:27])[CH:13]=[N:12]2)[C:8]([NH:40][C:37]2[CH:38]=[CH:39][N:35]([CH2:34][C@@H:32]3[CH2:31][O:30][C:29]([CH3:41])([CH3:28])[O:33]3)[N:36]=2)=[O:9])[CH2:5][CH2:4][CH2:3][CH2:2]1. (2) Given the reactants [Cl:1][C:2]1[CH:7]=[CH:6][CH:5]=[CH:4][C:3]=1[C@H:8]([O:10][C:11]1[CH:15]=[C:14]([N:16]2[C:20]3[CH:21]=[CH:22][C:23](B4OC(C)(C)C(C)(C)O4)=[CH:24][C:19]=3[N:18]=[CH:17]2)[S:13][C:12]=1[C:34]([NH2:36])=[O:35])[CH3:9].Br[C:38]1[N:42]([CH3:43])[CH:41]=[N:40][CH:39]=1, predict the reaction product. The product is: [Cl:1][C:2]1[CH:7]=[CH:6][CH:5]=[CH:4][C:3]=1[C@H:8]([O:10][C:11]1[CH:15]=[C:14]([N:16]2[C:20]3[CH:21]=[CH:22][C:23]([C:38]4[N:42]([CH3:43])[CH:41]=[N:40][CH:39]=4)=[CH:24][C:19]=3[N:18]=[CH:17]2)[S:13][C:12]=1[C:34]([NH2:36])=[O:35])[CH3:9].